From a dataset of TCR-epitope binding with 47,182 pairs between 192 epitopes and 23,139 TCRs. Binary Classification. Given a T-cell receptor sequence (or CDR3 region) and an epitope sequence, predict whether binding occurs between them. (1) The epitope is FTYASALWEI. The TCR CDR3 sequence is CASSLDDRGLPNEQFF. Result: 0 (the TCR does not bind to the epitope). (2) The epitope is LLMPILTLT. The TCR CDR3 sequence is CASSPYNNEQFF. Result: 0 (the TCR does not bind to the epitope). (3) The epitope is LLMPILTLT. The TCR CDR3 sequence is CASSLEDTVYGYTF. Result: 0 (the TCR does not bind to the epitope).